From a dataset of Reaction yield outcomes from USPTO patents with 853,638 reactions. Predict the reaction yield, written as a fraction of the theoretical maximum amount of product (1.0 means a 100% yield; for example, 0.34 means a 34% yield). (1) The reactants are [CH:1]([NH2:3])=O.[NH2:4][C:5]1[CH:13]=[CH:12][C:11]([N+:14]([O-:16])=[O:15])=[CH:10][C:6]=1[C:7]([OH:9])=O. The catalyst is O. The product is [N+:14]([C:11]1[CH:10]=[C:6]2[C:5](=[CH:13][CH:12]=1)[N:4]=[CH:1][NH:3][C:7]2=[O:9])([O-:16])=[O:15]. The yield is 0.610. (2) The reactants are O[CH2:2][C:3]1[CH:12]=[N:11][C:10]2[N:9]3[CH2:13][CH2:14][CH2:15][CH2:16][C@H:8]3[C:7](=[O:17])[NH:6][C:5]=2[CH:4]=1.[I-].C(C[P+](C)(C)C)#N.CCN(C(C)C)C(C)C.Cl.[Cl:36][C:37]1[CH:38]=[C:39]([CH:45]=[CH:46][C:47]=1[N:48]1[CH2:53][CH2:52][NH:51][CH2:50][CH2:49]1)[C:40]([NH:42][CH2:43][CH3:44])=[O:41]. The catalyst is C(#N)CC.CS(C)=O. The product is [Cl:36][C:37]1[CH:38]=[C:39]([CH:45]=[CH:46][C:47]=1[N:48]1[CH2:49][CH2:50][N:51]([CH2:2][C:3]2[CH:12]=[N:11][C:10]3[N:9]4[CH2:13][CH2:14][CH2:15][CH2:16][C@H:8]4[C:7](=[O:17])[NH:6][C:5]=3[CH:4]=2)[CH2:52][CH2:53]1)[C:40]([NH:42][CH2:43][CH3:44])=[O:41]. The yield is 0.200. (3) The reactants are [O:1]=[C:2]1[C:10]2[C:5](=[CH:6][CH:7]=[CH:8][CH:9]=2)[C:4](=[O:11])[N:3]1[CH2:12][CH2:13][CH2:14][C:15]1[CH:16]=[C:17]([CH:20]=[CH:21][CH:22]=1)[CH:18]=O.[Br-].[Cl:24][C:25]1[CH:26]=[C:27]([CH:48]=[CH:49][CH:50]=1)[CH2:28][P+](C1C=CC=CC=1)(C1C=CC=CC=1)C1C=CC=CC=1. No catalyst specified. The product is [Cl:24][C:25]1[CH:26]=[C:27]([CH:48]=[CH:49][CH:50]=1)/[CH:28]=[CH:18]/[C:17]1[CH:16]=[C:15]([CH2:14][CH2:13][CH2:12][N:3]2[C:2](=[O:1])[C:10]3[C:9](=[CH:8][CH:7]=[CH:6][CH:5]=3)[C:4]2=[O:11])[CH:22]=[CH:21][CH:20]=1.[Cl:24][C:25]1[CH:26]=[C:27]([CH:48]=[CH:49][CH:50]=1)/[CH:28]=[CH:18]\[C:17]1[CH:16]=[C:15]([CH2:14][CH2:13][CH2:12][N:3]2[C:2](=[O:1])[C:10]3[C:9](=[CH:8][CH:7]=[CH:6][CH:5]=3)[C:4]2=[O:11])[CH:22]=[CH:21][CH:20]=1. The yield is 0.300. (4) The reactants are [NH2:1][C:2]1[C:3]([C:12]2[N:13]=[CH:14][N:15]([CH3:17])[CH:16]=2)=[N:4][CH:5]=[CH:6][C:7]=1[C:8]([O:10]C)=O.[NH2:18][C:19](N)=[O:20]. The catalyst is O. The product is [CH3:17][N:15]1[CH:16]=[C:12]([C:3]2[C:2]3[N:1]=[C:19]([OH:20])[N:18]=[C:8]([OH:10])[C:7]=3[CH:6]=[CH:5][N:4]=2)[N:13]=[CH:14]1. The yield is 0.760. (5) The reactants are Br[C:2]1[CH:7]=[CH:6][CH:5]=[C:4]([Br:8])[N:3]=1.C([Li])CCC.[C:14]([O:18][C:19]([N:21]1[CH2:26][CH2:25][CH:24]([C:27](N(OC)C)=[O:28])[CH2:23][CH2:22]1)=[O:20])([CH3:17])([CH3:16])[CH3:15].[OH-].[Na+]. The catalyst is ClCCl.CCCCCC. The product is [Br:8][C:4]1[CH:5]=[CH:6][CH:7]=[C:2]([C:27]([CH:24]2[CH2:25][CH2:26][N:21]([C:19]([O:18][C:14]([CH3:17])([CH3:16])[CH3:15])=[O:20])[CH2:22][CH2:23]2)=[O:28])[N:3]=1. The yield is 1.00. (6) The reactants are O.[NH2:2][NH2:3].C[O:5][C:6](=O)[C:7]1[CH:12]=[CH:11][C:10]([N:13]2[CH2:17][CH2:16][N:15]([C:18]3[CH:19]=[N:20][CH:21]=[CH:22][C:23]=3[CH3:24])[C:14]2=[O:25])=[CH:9][C:8]=1F.CO. The catalyst is C(Cl)(Cl)Cl. The product is [CH3:24][C:23]1[CH:22]=[CH:21][N:20]=[CH:19][C:18]=1[N:15]1[CH2:16][CH2:17][N:13]([C:10]2[CH:9]=[C:8]3[C:7]([C:6](=[O:5])[NH:2][NH:3]3)=[CH:12][CH:11]=2)[C:14]1=[O:25]. The yield is 0.412. (7) The yield is 0.640. The product is [N:1]1([CH2:6][CH2:7][O:8][C:9]2[CH:10]=[CH:11][C:12]([NH:15][CH:17]=[C:18]3[C:26]4[C:21](=[CH:22][CH:23]=[CH:24][CH:25]=4)[NH:20][C:19]3=[O:27])=[CH:13][CH:14]=2)[CH2:5][CH2:4][CH2:3][CH2:2]1. The reactants are [N:1]1([CH2:6][CH2:7][O:8][C:9]2[CH:14]=[CH:13][C:12]([NH2:15])=[CH:11][CH:10]=2)[CH2:5][CH2:4][CH2:3][CH2:2]1.O[CH:17]=[C:18]1[C:26]2[C:21](=[CH:22][CH:23]=[CH:24][CH:25]=2)[NH:20][C:19]1=[O:27]. No catalyst specified.